Predict which catalyst facilitates the given reaction. From a dataset of Catalyst prediction with 721,799 reactions and 888 catalyst types from USPTO. (1) The catalyst class is: 360. Reactant: [CH3:1][O:2][C:3]1[CH:4]=[C:5]([C:9]2[CH:17]=[CH:16][CH:15]=[C:14]3[C:10]=2[CH2:11][C:12](=[O:18])[NH:13]3)[CH:6]=[CH:7][CH:8]=1.[CH3:19][C:20]1[C:24]([C:25]([N:27]2[CH2:32][CH2:31][N:30]([CH3:33])[CH2:29][CH2:28]2)=[O:26])=[CH:23][NH:22][C:21]=1[CH:34]=O. Product: [CH3:1][O:2][C:3]1[CH:4]=[C:5]([C:9]2[CH:17]=[CH:16][CH:15]=[C:14]3[C:10]=2[C:11](=[CH:34][C:21]2[NH:22][CH:23]=[C:24]([C:25]([N:27]4[CH2:28][CH2:29][N:30]([CH3:33])[CH2:31][CH2:32]4)=[O:26])[C:20]=2[CH3:19])[C:12](=[O:18])[NH:13]3)[CH:6]=[CH:7][CH:8]=1. (2) Reactant: [CH2:1]([O:3][C:4]1[CH:5]=[C:6]2[C:10](=[CH:11][CH:12]=1)[N:9](CN(C)C)[CH:8]=[CH:7]2)[CH3:2].[N+:17]([CH:20]([CH3:25])[C:21]([O:23][CH3:24])=[O:22])([O-:19])=[O:18].[C:26]1(C)C=CC=CC=1.CC(C)=O. Product: [CH3:24][O:23][C:21](=[O:22])[C:20]([CH3:26])([N+:17]([O-:19])=[O:18])[CH2:25][C:7]1[C:6]2[C:10](=[CH:11][CH:12]=[C:4]([O:3][CH2:1][CH3:2])[CH:5]=2)[NH:9][CH:8]=1. The catalyst class is: 648. (3) Product: [C:12]([C:23]1[CH:28]=[CH:27][C:26]([NH:31][C:8](=[O:10])[C:7]2[CH:6]=[CH:5][C:4]([F:11])=[N:3][C:2]=2[F:1])=[CH:25][CH:24]=1)([CH3:15])([CH3:14])[CH3:13]. Reactant: [F:1][C:2]1[C:7]([C:8]([OH:10])=O)=[CH:6][CH:5]=[C:4]([F:11])[N:3]=1.[C:12](NC1C=CC=CC=1)([CH3:15])([CH3:14])[CH3:13].[CH:23]1[CH:24]=[CH:25][C:26]2[N:31](O)N=N[C:27]=2[CH:28]=1.CCN=C=NCCCN(C)C.CCN(C(C)C)C(C)C. The catalyst class is: 2. (4) Reactant: Cl.[CH2:2]([O:4][C:5](=[O:14])[CH2:6][C@H:7]1[CH2:12][CH2:11][C@H:10]([NH2:13])[CH2:9][CH2:8]1)[CH3:3].CCN(CC)CC.[C:22](Cl)([CH3:24])=[O:23]. Product: [CH2:2]([O:4][C:5](=[O:14])[CH2:6][C@H:7]1[CH2:8][CH2:9][C@H:10]([NH:13][C:22](=[O:23])[CH3:24])[CH2:11][CH2:12]1)[CH3:3]. The catalyst class is: 2. (5) Reactant: [CH3:1][N:2]([O:15][CH3:16])[C:3](=[O:14])[C:4]1[CH:9]=[CH:8][C:7]([N+:10]([O-:12])=[O:11])=[C:6](F)[CH:5]=1.[CH:17]1([NH2:22])[CH2:21][CH2:20][CH2:19][CH2:18]1.C(#N)C. Product: [CH3:16][O:15][N:2]([CH3:1])[C:3](=[O:14])[C:4]1[CH:9]=[CH:8][C:7]([N+:10]([O-:12])=[O:11])=[C:6]([NH:22][CH:17]2[CH2:21][CH2:20][CH2:19][CH2:18]2)[CH:5]=1. The catalyst class is: 33. (6) Reactant: C(OP(O[CH2:10][C:11]1[O:15][N:14]=[C:13]([C:16]([O:18][CH2:19][CH3:20])=[O:17])[CH:12]=1)(OCC)=O)C.[Cl:21][C:22]1[CH:23]=[C:24](B(O)O)[CH:25]=[C:26]([Cl:28])[CH:27]=1.C(=O)([O-])[O-].[K+].[K+].C1(P(C2C=CC=CC=2)C2C=CC=CC=2)C=CC=CC=1. Product: [Cl:21][C:22]1[CH:23]=[C:24]([CH:25]=[C:26]([Cl:28])[CH:27]=1)[CH2:10][C:11]1[O:15][N:14]=[C:13]([C:16]([O:18][CH2:19][CH3:20])=[O:17])[CH:12]=1. The catalyst class is: 706. (7) Reactant: [C:1]1([S:7][C:8]2[C:16]3[C:11](=[CH:12][CH:13]=[CH:14][C:15]=3[CH2:17][CH2:18][CH2:19][OH:20])[NH:10][CH:9]=2)[CH:6]=[CH:5][CH:4]=[CH:3][CH:2]=1.C(=O)([O-])[OH:22].[Na+].OOS([O-])=O.[K+].S([O-])(O[O-])(=O)=O.[K+].[K+].[OH2:40]. Product: [C:1]1([S:7]([C:8]2[C:16]3[C:11](=[CH:12][CH:13]=[CH:14][C:15]=3[CH2:17][CH2:18][CH2:19][OH:20])[NH:10][CH:9]=2)(=[O:22])=[O:40])[CH:2]=[CH:3][CH:4]=[CH:5][CH:6]=1. The catalyst class is: 372.